Dataset: CYP1A2 inhibition data for predicting drug metabolism from PubChem BioAssay. Task: Regression/Classification. Given a drug SMILES string, predict its absorption, distribution, metabolism, or excretion properties. Task type varies by dataset: regression for continuous measurements (e.g., permeability, clearance, half-life) or binary classification for categorical outcomes (e.g., BBB penetration, CYP inhibition). Dataset: cyp1a2_veith. The drug is C[C@H](N)[C@@H](O)c1ccccc1. The result is 0 (non-inhibitor).